From a dataset of Catalyst prediction with 721,799 reactions and 888 catalyst types from USPTO. Predict which catalyst facilitates the given reaction. (1) Reactant: [OH:1]O.[C:3]([NH:7][C:8]([C:10]1[CH:15]=[CH:14][C:13]([Cl:16])=[CH:12][N:11]=1)=[O:9])([CH3:6])([CH3:5])[CH3:4].[OH-].[Na+]. Product: [C:3]([NH:7][C:8]([C:10]1[CH:15]=[CH:14][C:13]([Cl:16])=[CH:12][N+:11]=1[O-:1])=[O:9])([CH3:6])([CH3:4])[CH3:5]. The catalyst class is: 55. (2) Reactant: [NH2:1][C:2]1[CH:7]=[CH:6][C:5]([C:8]2[NH:9][C:10](=[O:24])[C:11]3[C:16]([CH:17]4[CH2:22][CH2:21][CH2:20][CH2:19][CH2:18]4)=[N:15][N:14]([CH3:23])[C:12]=3[N:13]=2)=[C:4]([O:25][CH3:26])[CH:3]=1.Cl[CH2:28][CH2:29][CH2:30][S:31](Cl)(=[O:33])=[O:32].C(=O)([O-])O.[Na+]. Product: [CH:17]1([C:16]2[C:11]3[C:10](=[O:24])[NH:9][C:8]([C:5]4[CH:6]=[CH:7][C:2]([N:1]5[CH2:28][CH2:29][CH2:30][S:31]5(=[O:33])=[O:32])=[CH:3][C:4]=4[O:25][CH3:26])=[N:13][C:12]=3[N:14]([CH3:23])[N:15]=2)[CH2:22][CH2:21][CH2:20][CH2:19][CH2:18]1. The catalyst class is: 17. (3) Reactant: [C:1](Cl)(=[O:6])[C:2]([CH3:5])([CH3:4])[CH3:3].[Br:8][C:9]1[N:14]=[N:13][C:12]([NH2:15])=[CH:11][CH:10]=1. Product: [Br:8][C:9]1[N:14]=[N:13][C:12]([NH:15][C:1](=[O:6])[C:2]([CH3:5])([CH3:4])[CH3:3])=[CH:11][CH:10]=1. The catalyst class is: 228. (4) Reactant: [CH2:1]([O:8][C:9]1[C:10]([O:27][CH3:28])=[CH:11][C:12]([N+:24]([O-])=O)=[C:13]([CH:23]=1)[C:14]([N:16]1[CH2:20][CH2:19][CH2:18][CH:17]1[CH2:21][OH:22])=[O:15])[C:2]1[CH:7]=[CH:6][CH:5]=[CH:4][CH:3]=1.[Sn](Cl)Cl. Product: [NH2:24][C:12]1[CH:11]=[C:10]([O:27][CH3:28])[C:9]([O:8][CH2:1][C:2]2[CH:7]=[CH:6][CH:5]=[CH:4][CH:3]=2)=[CH:23][C:13]=1[C:14]([N:16]1[CH2:20][CH2:19][CH2:18][CH:17]1[CH2:21][OH:22])=[O:15]. The catalyst class is: 5.